Dataset: Reaction yield outcomes from USPTO patents with 853,638 reactions. Task: Predict the reaction yield, written as a fraction of the theoretical maximum amount of product (1.0 means a 100% yield; for example, 0.34 means a 34% yield). (1) The reactants are [CH2:1]([O:3][C:4]1[CH:5]=[C:6]([N:13]2[CH2:18][CH2:17][N:16]([CH:19]3[CH2:24][CH2:23][N:22]([CH2:25][CH2:26][F:27])[CH2:21][CH2:20]3)[CH2:15][CH2:14]2)[CH:7]=[CH:8][C:9]=1[N+:10]([O-])=O)[CH3:2]. The catalyst is CO.CCOC(C)=O.[Pt]. The product is [CH2:1]([O:3][C:4]1[CH:5]=[C:6]([N:13]2[CH2:18][CH2:17][N:16]([CH:19]3[CH2:24][CH2:23][N:22]([CH2:25][CH2:26][F:27])[CH2:21][CH2:20]3)[CH2:15][CH2:14]2)[CH:7]=[CH:8][C:9]=1[NH2:10])[CH3:2]. The yield is 0.740. (2) The reactants are Br[C:2]1[CH:20]=[CH:19][C:5]([O:6][CH2:7][CH:8]2[CH2:13][CH2:12][N:11]([CH2:14][C:15]([F:18])([CH3:17])[CH3:16])[CH2:10][CH2:9]2)=[C:4]([F:21])[CH:3]=1.[CH3:22][O:23][C:24]([C:26]1[CH:31]=[CH:30][C:29](B(O)O)=[CH:28][CH:27]=1)=[O:25].C([O-])([O-])=O.[Cs+].[Cs+]. The catalyst is O1CCOCC1.O. The product is [F:21][C:4]1[CH:3]=[C:2]([C:29]2[CH:30]=[CH:31][C:26]([C:24]([O:23][CH3:22])=[O:25])=[CH:27][CH:28]=2)[CH:20]=[CH:19][C:5]=1[O:6][CH2:7][CH:8]1[CH2:13][CH2:12][N:11]([CH2:14][C:15]([F:18])([CH3:17])[CH3:16])[CH2:10][CH2:9]1. The yield is 0.320. (3) The reactants are [Li]C(C)(C)C.Br[C:7]1[CH:12]=[CH:11][C:10]([N:13]2[C:17]([CH3:18])=[CH:16][CH:15]=[C:14]2[CH3:19])=[CH:9][N:8]=1.Cl[C:21]1[N:26]=[N:25][C:24]([N:27]([CH2:35][C:36]2([C:40]3[C:45]([F:46])=[CH:44][CH:43]=[CH:42][N:41]=3)[CH2:39][CH2:38][CH2:37]2)[C:28](=[O:34])[O:29][C:30]([CH3:33])([CH3:32])[CH3:31])=[CH:23][CH:22]=1. The yield is 0.460. The product is [CH3:19][C:14]1[N:13]([C:10]2[CH:11]=[CH:12][C:7]([C:21]3[N:26]=[N:25][C:24]([N:27]([CH2:35][C:36]4([C:40]5[C:45]([F:46])=[CH:44][CH:43]=[CH:42][N:41]=5)[CH2:39][CH2:38][CH2:37]4)[C:28](=[O:34])[O:29][C:30]([CH3:31])([CH3:32])[CH3:33])=[CH:23][CH:22]=3)=[N:8][CH:9]=2)[C:17]([CH3:18])=[CH:16][CH:15]=1. The catalyst is [Cl-].[Zn+2].[Cl-].C1COCC1. (4) The reactants are [O:1]1[CH2:5][CH2:4][CH:3]([OH:6])[CH2:2]1.[H-].[Na+].F[C:10]1[CH:15]=[CH:14][C:13]([S:16]([CH3:19])(=[O:18])=[O:17])=[CH:12][C:11]=1[C:20]1[C:29]2[C:24](=[CH:25][CH:26]=[CH:27][CH:28]=2)[C:23](=[O:30])[N:22]([CH3:31])[CH:21]=1. The catalyst is CN(C=O)C. The product is [CH3:31][N:22]1[CH:21]=[C:20]([C:11]2[CH:12]=[C:13]([S:16]([CH3:19])(=[O:18])=[O:17])[CH:14]=[CH:15][C:10]=2[O:6][CH:3]2[CH2:4][CH2:5][O:1][CH2:2]2)[C:29]2[C:24](=[CH:25][CH:26]=[CH:27][CH:28]=2)[C:23]1=[O:30]. The yield is 0.397. (5) The reactants are [Cl:1][C:2]1[CH:7]=[CH:6]C(C2(C#N)CCC2)=C[CH:3]=1.[CH2:14]([Mg]Cl)[CH:15]([CH3:17])[CH3:16].C[C@@H:21]1[C@H](C2C=CC=CC=2)O[S@](=O)[N:22]1S(C1C=CC(C)=CC=1)(=O)=O.Cl[C:44]1C=CC(C2(C(=N)CC(C)C)CCC2)=CC=1.[C:60]([O-])(=O)[CH3:61].[NH4+].[BH4-].[Na+].Cl.[OH-].[Na+].[C:70]1([CH3:76])[CH:75]=[CH:74][CH:73]=CC=1. The catalyst is C1COCC1.CO.CC(OC)(C)C. The product is [CH3:16][CH:15]([CH2:14][CH:76]([N:22]([CH3:21])[CH3:44])[C:70]1([C:60]2[CH:61]=[CH:3][C:2]([Cl:1])=[CH:7][CH:6]=2)[CH2:73][CH2:74][CH2:75]1)[CH3:17]. The yield is 0.850. (6) The reactants are [NH2:1][C:2]1[CH:3]=[C:4]([C:13]([O:15][CH3:16])=[O:14])[CH:5]=[C:6]2[C:10]=1[NH:9][CH:8]=[C:7]2[CH2:11][CH3:12].CCN(CC)CC.[Cl:24][CH2:25][CH2:26][C:27](Cl)=[O:28]. The catalyst is C(Cl)Cl.CCOC(C)=O. The product is [Cl:24][CH2:25][CH2:26][C:27]([NH:1][C:2]1[CH:3]=[C:4]([C:13]([O:15][CH3:16])=[O:14])[CH:5]=[C:6]2[C:10]=1[NH:9][CH:8]=[C:7]2[CH2:11][CH3:12])=[O:28]. The yield is 0.720. (7) The reactants are Br[CH2:2][C:3]([C:5]1[CH:18]=[CH:17][C:16]2[S:15][C:14]3[C:9](=[CH:10][CH:11]=[CH:12][CH:13]=3)[N:8](C(=O)CCl)[C:7]=2[CH:6]=1)=[O:4].[ClH:23]. The catalyst is C(O)(=O)C. The product is [Cl:23][CH2:2][C:3]([C:5]1[CH:18]=[CH:17][C:16]2[S:15][C:14]3[C:9](=[CH:10][CH:11]=[CH:12][CH:13]=3)[NH:8][C:7]=2[CH:6]=1)=[O:4]. The yield is 0.820. (8) The reactants are [F:1][C:2]([F:13])([F:12])[C:3]1[C:8]([C:9]([OH:11])=O)=[N:7][CH:6]=[CH:5][N:4]=1.[Cl:14][C:15]1[CH:20]=[C:19]([Cl:21])[CH:18]=[CH:17][C:16]=1[CH2:22][CH:23]([NH2:25])[CH3:24].Cl.C(N=C=NCCCN(C)C)C.O. The catalyst is CN(C)C1C=CN=CC=1.C(Cl)(Cl)Cl. The product is [Cl:14][C:15]1[CH:20]=[C:19]([Cl:21])[CH:18]=[CH:17][C:16]=1[CH2:22][CH:23]([NH:25][C:9]([C:8]1[C:3]([C:2]([F:1])([F:13])[F:12])=[N:4][CH:5]=[CH:6][N:7]=1)=[O:11])[CH3:24]. The yield is 0.630.